From a dataset of HIV replication inhibition screening data with 41,000+ compounds from the AIDS Antiviral Screen. Binary Classification. Given a drug SMILES string, predict its activity (active/inactive) in a high-throughput screening assay against a specified biological target. (1) The drug is C=CCCNCCC=C[Si](C)(C)C. The result is 0 (inactive). (2) The result is 0 (inactive). The drug is Cc1ccc(S(=O)(=O)NCCSS(=O)(=O)c2ccc(C)cc2)cc1. (3) The molecule is Cc1cc(O)nc(NN2C(Cl)C(=O)C2c2ccco2)n1. The result is 0 (inactive). (4) The drug is O=C(C(=C(I)I)c1ccccc1)c1ccccc1. The result is 0 (inactive). (5) The result is 0 (inactive). The molecule is COC(=O)C1=C(C(=O)OC)N(C(C)C)C2C(C(=O)OC)=C(C(=O)OC)N(C(C)C)C12. (6) The compound is CC1=NNC(=O)C1C1CC(c2c[nH]c3ccccc23)=NN(c2ccccc2)C1=O. The result is 0 (inactive).